From a dataset of Drug-target binding data from BindingDB using Kd measurements. Regression. Given a target protein amino acid sequence and a drug SMILES string, predict the binding affinity score between them. We predict pKd (pKd = -log10(Kd in M); higher means stronger binding). Dataset: bindingdb_kd. The drug is Cc1cc(Nc2ncc3cc(-c4c(Cl)cccc4Cl)c(=O)n(C)c3n2)ccc1F. The target protein sequence is HHSTVADGLITTLHYPAPKRNKPTVYGVSPNYDKWEMERTDITMKHKLGGGQYGEVYEGVWKKYSLTVAVKTLKEDTMEVEEFLKEAAVMKEIKHPNLVQLLGVCTREPPFYIINEFMTYGNLLDYLRECNRQEVNAVVLLYMATQISSAMEYLEKKNFIHRDLAARNCLVGENHLVKVADFGLSRLMTGDTYTAHAGAKFPIKWTAPESLAYNKFSIKSDVWAFGVLLWEIATYGMSPYPGIDLSQVYELLEKDYRMERPEGCPEKVYELMRACWQWNPSDRPSFAEIHQAFETMFQES. The pKd is 6.5.